From a dataset of Full USPTO retrosynthesis dataset with 1.9M reactions from patents (1976-2016). Predict the reactants needed to synthesize the given product. (1) Given the product [CH2:1]([O:3][C:4]([C:6]1[C:14]2[C:9](=[CH:10][C:11]([C:28]3[CH:27]=[CH:26][C:25]([OH:38])=[CH:24][C:23]=3[CH3:22])=[C:12]([CH3:39])[CH:13]=2)[N:8]([CH:18]2[CH2:20][CH2:19]2)[C:7]=1[CH3:21])=[O:5])[CH3:2], predict the reactants needed to synthesize it. The reactants are: [CH2:1]([O:3][C:4]([C:6]1[C:14]2[C:9](=[CH:10][C:11](Br)=[C:12](OC)[CH:13]=2)[N:8]([CH:18]2[CH2:20][CH2:19]2)[C:7]=1[CH3:21])=[O:5])[CH3:2].[CH3:22][C:23]1[CH:24]=[C:25]([OH:38])[CH:26]=[CH:27][C:28]=1B1OC(C)(C)C(C)(C)O1.[C:39](=O)([O-])[O-].[Na+].[Na+].Cl. (2) Given the product [C:27]([C:23]1[CH:22]=[C:21]([CH:26]=[CH:25][CH:24]=1)[C:20]([N:19]([CH3:30])[C:17]1[CH:16]=[CH:15][C:5]2[N:6]([CH2:7][CH2:8][C:9]3[CH:10]=[N:11][CH:12]=[CH:13][CH:14]=3)[C:2]([NH:1][C:41]([C:39]3[S:40][C:36]([C:35]4[O:31][CH:32]=[N:33][CH:34]=4)=[CH:37][CH:38]=3)=[O:42])=[N:3][C:4]=2[CH:18]=1)=[O:29])#[N:28], predict the reactants needed to synthesize it. The reactants are: [NH2:1][C:2]1[N:6]([CH2:7][CH2:8][C:9]2[CH:10]=[N:11][CH:12]=[CH:13][CH:14]=2)[C:5]2[CH:15]=[CH:16][C:17]([N:19]([CH3:30])[C:20](=[O:29])[C:21]3[CH:26]=[CH:25][CH:24]=[C:23]([C:27]#[N:28])[CH:22]=3)=[CH:18][C:4]=2[N:3]=1.[O:31]1[C:35]([C:36]2[S:40][C:39]([C:41](O)=[O:42])=[CH:38][CH:37]=2)=[CH:34][N:33]=[CH:32]1.C(Cl)CCl.C1C=CC2N(O)N=NC=2C=1.C(N(CC)C(C)C)(C)C.C(=O)(O)[O-].[Na+]. (3) Given the product [CH2:57]([N:54]1[C:49]2=[N:50][C:51]([CH2:52][CH3:53])=[C:46]([CH2:45][NH:44][C:8]([C:5]3[CH:4]=[N:3][C:2]([CH3:1])=[CH:7][N:6]=3)=[O:10])[C:47]([NH:59][CH:60]3[CH2:61][CH2:62][O:63][CH2:64][CH2:65]3)=[C:48]2[CH:56]=[N:55]1)[CH3:58], predict the reactants needed to synthesize it. The reactants are: [CH3:1][C:2]1[N:3]=[CH:4][C:5]([C:8]([OH:10])=O)=[N:6][CH:7]=1.CN(C(ON1N=NC2C=CC=NC1=2)=[N+](C)C)C.F[P-](F)(F)(F)(F)F.CCN(C(C)C)C(C)C.[NH2:44][CH2:45][C:46]1[C:51]([CH2:52][CH3:53])=[N:50][C:49]2[N:54]([CH2:57][CH3:58])[N:55]=[CH:56][C:48]=2[C:47]=1[NH:59][CH:60]1[CH2:65][CH2:64][O:63][CH2:62][CH2:61]1.